This data is from Catalyst prediction with 721,799 reactions and 888 catalyst types from USPTO. The task is: Predict which catalyst facilitates the given reaction. Reactant: [Br:1][C:2]1[C:6]([C:7]#[N:8])=[C:5]([CH3:9])[NH:4][C:3]=1[CH3:10].[C:11](O[C:11]([O:13][C:14]([CH3:17])([CH3:16])[CH3:15])=[O:12])([O:13][C:14]([CH3:17])([CH3:16])[CH3:15])=[O:12].[Cl-].[Na+]. Product: [Br:1][C:2]1[C:6]([C:7]#[N:8])=[C:5]([CH3:9])[N:4]([C:11]([O:13][C:14]([CH3:17])([CH3:16])[CH3:15])=[O:12])[C:3]=1[CH3:10]. The catalyst class is: 594.